Dataset: Catalyst prediction with 721,799 reactions and 888 catalyst types from USPTO. Task: Predict which catalyst facilitates the given reaction. (1) Reactant: [F:1][CH:2]([F:32])[O:3][C:4]1[CH:9]=[CH:8][CH:7]=[CH:6][C:5]=1[CH:10]([O:12][C:13]1[CH:17]=[C:16]([N:18]2[C:26]3[CH:25]=[C:24]([CH2:27][OH:28])[N:23]=[CH:22][C:21]=3[N:20]=[CH:19]2)[S:15][C:14]=1[C:29]([NH2:31])=[O:30])[CH3:11].[CH3:33][S:34](Cl)(=[O:36])=[O:35].C(N(CC)CC)C. Product: [CH3:33][S:34]([O:28][CH2:27][C:24]1[N:23]=[CH:22][C:21]2[N:20]=[CH:19][N:18]([C:16]3[S:15][C:14]([C:29](=[O:30])[NH2:31])=[C:13]([O:12][CH:10]([C:5]4[CH:6]=[CH:7][CH:8]=[CH:9][C:4]=4[O:3][CH:2]([F:1])[F:32])[CH3:11])[CH:17]=3)[C:26]=2[CH:25]=1)(=[O:36])=[O:35]. The catalyst class is: 4. (2) Reactant: [CH2:1]([C:3]([C:21]1[CH:26]=[CH:25][C:24]([OH:27])=[C:23]([CH3:28])[CH:22]=1)([C:6]1[CH:11]=[CH:10][C:9]([CH2:12][CH2:13][CH:14]([OH:19])[C:15]([CH3:18])([CH3:17])[CH3:16])=[C:8]([CH3:20])[CH:7]=1)[CH2:4][CH3:5])[CH3:2].C([O-])([O-])=O.[K+].[K+].Br[CH2:36][CH2:37][CH2:38][N:39]1[C:43](=[O:44])[C:42]2=[CH:45][CH:46]=[CH:47][CH:48]=[C:41]2[C:40]1=[O:49]. Product: [CH2:1]([C:3]([C:21]1[CH:26]=[CH:25][C:24]([O:27][CH2:36][CH2:37][CH2:38][N:39]2[C:43](=[O:44])[C:42]3[C:41](=[CH:48][CH:47]=[CH:46][CH:45]=3)[C:40]2=[O:49])=[C:23]([CH3:28])[CH:22]=1)([C:6]1[CH:11]=[CH:10][C:9]([CH2:12][CH2:13][CH:14]([OH:19])[C:15]([CH3:17])([CH3:18])[CH3:16])=[C:8]([CH3:20])[CH:7]=1)[CH2:4][CH3:5])[CH3:2]. The catalyst class is: 10.